This data is from Reaction yield outcomes from USPTO patents with 853,638 reactions. The task is: Predict the reaction yield, written as a fraction of the theoretical maximum amount of product (1.0 means a 100% yield; for example, 0.34 means a 34% yield). (1) The reactants are [F:1][C:2]([F:7])([F:6])[C:3]([OH:5])=[O:4].[C:8]([C:10]1[C:11]([C:32]2[C:40]3[C:35](=[N:36][CH:37]=[C:38]([C:41]([F:44])([F:43])[F:42])[CH:39]=3)[N:34]([S:45]([C:48]3[CH:54]=[CH:53][C:51]([CH3:52])=[CH:50][CH:49]=3)(=[O:47])=[O:46])[CH:33]=2)=[N:12][C:13]([NH:16][C@@H:17]([CH:19]2[CH2:24][CH2:23][N:22](C(OC(C)(C)C)=O)[CH2:21][CH2:20]2)[CH3:18])=[N:14][CH:15]=1)#[N:9]. The catalyst is ClCCl. The product is [F:1][C:2]([F:7])([F:6])[C:3]([OH:5])=[O:4].[NH:22]1[CH2:21][CH2:20][CH:19]([C@H:17]([NH:16][C:13]2[N:12]=[C:11]([C:32]3[C:40]4[C:35](=[N:36][CH:37]=[C:38]([C:41]([F:43])([F:44])[F:42])[CH:39]=4)[N:34]([S:45]([C:48]4[CH:49]=[CH:50][C:51]([CH3:52])=[CH:53][CH:54]=4)(=[O:46])=[O:47])[CH:33]=3)[C:10]([C:8]#[N:9])=[CH:15][N:14]=2)[CH3:18])[CH2:24][CH2:23]1. The yield is 0.980. (2) The catalyst is O.[Cu]I.CN(C=O)C. The product is [C:1]([C:5]1[CH:10]=[C:9]([C:28]([F:34])([F:23])[F:33])[C:8]([N+:12]([O-:14])=[O:13])=[CH:7][C:6]=1[O:15][CH2:16][C:17]1[CH:22]=[CH:21][CH:20]=[CH:19][CH:18]=1)([CH3:4])([CH3:3])[CH3:2]. The reactants are [C:1]([C:5]1[CH:10]=[C:9](Br)[C:8]([N+:12]([O-:14])=[O:13])=[CH:7][C:6]=1[O:15][CH2:16][C:17]1[CH:22]=[CH:21][CH:20]=[CH:19][CH:18]=1)([CH3:4])([CH3:3])[CH3:2].[F-:23].[K+].[K+].[Br-].Cl[C:28]([F:34])([F:33])C(OC)=O. The yield is 0.670. (3) The reactants are [CH2:1]([O:3][C:4]1[N:9]=[CH:8][C:7]([CH2:10][N:11]2[CH:15]=[C:14]([C:16]([OH:18])=O)[C:13]([C:19]3[CH:24]=[CH:23][CH:22]=[CH:21][CH:20]=3)=[N:12]2)=[CH:6][CH:5]=1)[CH3:2].[NH2:25][CH2:26][C:27]1[CH:28]=[C:29]2[C:34](=[CH:35][CH:36]=1)[C:33]([NH2:37])=[N:32][CH:31]=[CH:30]2.C(N(CC)C(C)C)(C)C.CN(C(ON1N=NC2C=CC=NC1=2)=[N+](C)C)C.F[P-](F)(F)(F)(F)F. The catalyst is CN(C=O)C.CCOC(C)=O. The yield is 0.497. The product is [NH2:37][C:33]1[C:34]2[C:29](=[CH:28][C:27]([CH2:26][NH:25][C:16]([C:14]3[C:13]([C:19]4[CH:20]=[CH:21][CH:22]=[CH:23][CH:24]=4)=[N:12][N:11]([CH2:10][C:7]4[CH:8]=[N:9][C:4]([O:3][CH2:1][CH3:2])=[CH:5][CH:6]=4)[CH:15]=3)=[O:18])=[CH:36][CH:35]=2)[CH:30]=[CH:31][N:32]=1. (4) The reactants are [BH4-].[Li+].C([O:5][C:6]([C:8]1([C@H:11]2[CH2:15][C:14](=[O:16])[N:13]([C@H:17]([C:19]3[CH:24]=[CH:23][CH:22]=[CH:21][CH:20]=3)[CH3:18])[CH2:12]2)[CH2:10][CH2:9]1)=O)C.C(O)(=O)CC(CC(O)=O)(C(O)=O)O. The catalyst is O1CCCC1. The product is [OH:5][CH2:6][C:8]1([C@H:11]2[CH2:15][C:14](=[O:16])[N:13]([C@H:17]([C:19]3[CH:20]=[CH:21][CH:22]=[CH:23][CH:24]=3)[CH3:18])[CH2:12]2)[CH2:9][CH2:10]1. The yield is 0.740. (5) The reactants are Br[C:2]1[C:3]([Cl:9])=[N:4][C:5]([CH3:8])=[CH:6][CH:7]=1.[C:10]1(=[O:14])[CH2:13][CH2:12][CH2:11]1.O. The catalyst is C1COCC1. The product is [Cl:9][C:3]1[C:2]([C:10]2([OH:14])[CH2:13][CH2:12][CH2:11]2)=[CH:7][CH:6]=[C:5]([CH3:8])[N:4]=1. The yield is 0.700. (6) The product is [Br:1][C:2]1[CH:10]=[C:9]2[C:5]([CH:6]=[N:7][N:8]2[CH:24]2[CH2:25][CH2:26][CH2:27][CH2:28][O:23]2)=[C:4]([CH3:11])[CH:3]=1. The reactants are [Br:1][C:2]1[CH:10]=[C:9]2[C:5]([CH:6]=[N:7][NH:8]2)=[C:4]([CH3:11])[CH:3]=1.CC1C=CC(S(O)(=O)=O)=CC=1.[O:23]1[CH:28]=[CH:27][CH2:26][CH2:25][CH2:24]1. The catalyst is C1COCC1. The yield is 0.410.